From a dataset of Catalyst prediction with 721,799 reactions and 888 catalyst types from USPTO. Predict which catalyst facilitates the given reaction. Reactant: [CH3:1][N:2]1[CH2:7][CH2:6][N:5]([C:8]2[CH:13]=[CH:12][C:11]([NH:14][C:15]3[N:20]=[CH:19][C:18]4=[CH:21][CH:22]=[C:23]([C:24]5[O:28][C:27]([CH:29]=O)=[CH:26][CH:25]=5)[N:17]4[N:16]=3)=[CH:10][CH:9]=2)[CH2:4][CH2:3]1.[CH3:31][S:32]([CH2:35][CH2:36][NH2:37])(=[O:34])=[O:33].Cl.C(O)(=O)C.C(O[BH-](OC(=O)C)OC(=O)C)(=O)C.[Na+]. The catalyst class is: 26. Product: [CH3:31][S:32]([CH2:35][CH2:36][NH:37][CH2:29][C:27]1[O:28][C:24]([C:23]2[N:17]3[C:18]([CH:19]=[N:20][C:15]([NH:14][C:11]4[CH:12]=[CH:13][C:8]([N:5]5[CH2:6][CH2:7][N:2]([CH3:1])[CH2:3][CH2:4]5)=[CH:9][CH:10]=4)=[N:16]3)=[CH:21][CH:22]=2)=[CH:25][CH:26]=1)(=[O:34])=[O:33].